From a dataset of NCI-60 drug combinations with 297,098 pairs across 59 cell lines. Regression. Given two drug SMILES strings and cell line genomic features, predict the synergy score measuring deviation from expected non-interaction effect. (1) Drug 1: CCCS(=O)(=O)NC1=C(C(=C(C=C1)F)C(=O)C2=CNC3=C2C=C(C=N3)C4=CC=C(C=C4)Cl)F. Drug 2: COC1=NC(=NC2=C1N=CN2C3C(C(C(O3)CO)O)O)N. Cell line: PC-3. Synergy scores: CSS=-0.972, Synergy_ZIP=1.43, Synergy_Bliss=-0.0649, Synergy_Loewe=-1.26, Synergy_HSA=-1.94. (2) Drug 1: CCC1=CC2CC(C3=C(CN(C2)C1)C4=CC=CC=C4N3)(C5=C(C=C6C(=C5)C78CCN9C7C(C=CC9)(C(C(C8N6C)(C(=O)OC)O)OC(=O)C)CC)OC)C(=O)OC.C(C(C(=O)O)O)(C(=O)O)O. Drug 2: C1=CN(C(=O)N=C1N)C2C(C(C(O2)CO)O)O.Cl. Cell line: K-562. Synergy scores: CSS=74.7, Synergy_ZIP=-1.91, Synergy_Bliss=-2.30, Synergy_Loewe=-0.368, Synergy_HSA=2.62. (3) Drug 1: CCCS(=O)(=O)NC1=C(C(=C(C=C1)F)C(=O)C2=CNC3=C2C=C(C=N3)C4=CC=C(C=C4)Cl)F. Drug 2: CCN(CC)CCNC(=O)C1=C(NC(=C1C)C=C2C3=C(C=CC(=C3)F)NC2=O)C. Cell line: SN12C. Synergy scores: CSS=1.85, Synergy_ZIP=0.171, Synergy_Bliss=-0.265, Synergy_Loewe=-4.68, Synergy_HSA=-2.28. (4) Cell line: HT29. Drug 1: C1=CC=C(C(=C1)C(C2=CC=C(C=C2)Cl)C(Cl)Cl)Cl. Synergy scores: CSS=1.41, Synergy_ZIP=1.84, Synergy_Bliss=7.05, Synergy_Loewe=-0.455, Synergy_HSA=1.83. Drug 2: C1C(C(OC1N2C=NC(=NC2=O)N)CO)O.